Predict the reaction yield, written as a fraction of the theoretical maximum amount of product (1.0 means a 100% yield; for example, 0.34 means a 34% yield). From a dataset of Reaction yield outcomes from USPTO patents with 853,638 reactions. (1) The reactants are [CH2:1]([NH:5][C:6](=[O:26])[CH2:7][C@H:8]([OH:25])[C@@H:9]([NH:17]C(=O)OC(C)(C)C)[CH2:10][CH:11]1[CH2:16][CH2:15][CH2:14][CH2:13][CH2:12]1)[CH2:2][CH2:3][CH3:4]. The catalyst is Cl.O1CCOCC1. The product is [NH2:17][C@@H:9]([CH2:10][CH:11]1[CH2:12][CH2:13][CH2:14][CH2:15][CH2:16]1)[C@@H:8]([OH:25])[CH2:7][C:6]([NH:5][CH2:1][CH2:2][CH2:3][CH3:4])=[O:26]. The yield is 0.970. (2) The reactants are [CH2:1]([O:8][C:9]([N:11]1[C@@H:15]([CH2:16][CH2:17][N:18]2[CH2:25][CH2:24][C:21]3([CH2:23][CH2:22]3)[C@H:20]([OH:26])[CH2:19]2)[CH2:14][O:13]C1(C)C)=[O:10])[C:2]1[CH:7]=[CH:6][CH:5]=[CH:4][CH:3]=1. The catalyst is CO.O. The product is [CH2:1]([O:8][C:9](=[O:10])[NH:11][C@H:15]([CH2:14][OH:13])[CH2:16][CH2:17][N:18]1[CH2:25][CH2:24][C:21]2([CH2:23][CH2:22]2)[C@H:20]([OH:26])[CH2:19]1)[C:2]1[CH:7]=[CH:6][CH:5]=[CH:4][CH:3]=1. The yield is 0.950. (3) The product is [O:51]=[C:50]([N:52]1[CH2:53][CH2:54][CH:55]([O:58][C:59]2[CH:64]=[CH:63][CH:62]=[C:61]([C:65]([F:68])([F:66])[F:67])[CH:60]=2)[CH2:56][CH2:57]1)[CH2:49][NH:48][C:22]([C:19]1[CH:18]=[C:17]([C:14]2[CH:13]=[CH:12][C:11]([OH:10])=[CH:16][CH:15]=2)[NH:21][N:20]=1)=[O:24]. The catalyst is CN(C=O)C.O. The yield is 0.550. The reactants are CCN(C(C)C)C(C)C.[OH:10][C:11]1[CH:16]=[CH:15][C:14]([C:17]2[NH:21][N:20]=[C:19]([C:22]([OH:24])=O)[CH:18]=2)=[CH:13][CH:12]=1.C1C=CC2N(O)N=NC=2C=1.CCN=C=NCCCN(C)C.Cl.Cl.[NH2:48][CH2:49][C:50]([N:52]1[CH2:57][CH2:56][CH:55]([O:58][C:59]2[CH:64]=[CH:63][CH:62]=[C:61]([C:65]([F:68])([F:67])[F:66])[CH:60]=2)[CH2:54][CH2:53]1)=[O:51].